Dataset: Forward reaction prediction with 1.9M reactions from USPTO patents (1976-2016). Task: Predict the product of the given reaction. Given the reactants COC([CH:5]1[CH2:10][C:9]([C:18]#[N:19])([C:11]2[CH:12]=[N:13][C:14]([Cl:17])=[CH:15][CH:16]=2)[CH2:8][CH2:7][C:6]1=[O:20])=O.[Li+].[Cl-], predict the reaction product. The product is: [Cl:17][C:14]1[N:13]=[CH:12][C:11]([C:9]2([C:18]#[N:19])[CH2:8][CH2:7][C:6](=[O:20])[CH2:5][CH2:10]2)=[CH:16][CH:15]=1.